Predict which catalyst facilitates the given reaction. From a dataset of Catalyst prediction with 721,799 reactions and 888 catalyst types from USPTO. (1) Reactant: CC([S@@]([NH:7][CH:8]([C:13]1[N:14]=[C:15]2[CH:21]=[CH:20][N:19]([S:22]([C:25]3[CH:31]=[CH:30][C:28]([CH3:29])=[CH:27][CH:26]=3)(=[O:24])=[O:23])[C:16]2=[N:17][CH:18]=1)[C:9]([F:12])([F:11])[F:10])=O)(C)C.[ClH:32]. Product: [ClH:32].[F:11][C:9]([F:10])([F:12])[CH:8]([C:13]1[N:14]=[C:15]2[CH:21]=[CH:20][N:19]([S:22]([C:25]3[CH:31]=[CH:30][C:28]([CH3:29])=[CH:27][CH:26]=3)(=[O:23])=[O:24])[C:16]2=[N:17][CH:18]=1)[NH2:7]. The catalyst class is: 275. (2) Reactant: CO.C(Cl)Cl.[NH2:6][C:7]1[N:15]=[C:14]2[C:10]([N:11]=[CH:12][N:13]2[CH2:16][C:17]([N:19]([CH2:28][CH2:29][NH:30][C:31]([O:33][CH2:34][CH:35]2[C:47]3[CH:46]=[CH:45][CH:44]=[CH:43][C:42]=3[C:41]3[C:36]2=[CH:37][CH:38]=[CH:39][CH:40]=3)=[O:32])[CH2:20][C:21]([O:23]C(C)(C)C)=[O:22])=[O:18])=[C:9]([NH:48][C:49]([O:51][CH2:52][C:53]2[CH:58]=[CH:57][CH:56]=[CH:55][CH:54]=2)=[O:50])[N:8]=1.FC(F)(F)C(O)=O. Product: [NH2:6][C:7]1[N:15]=[C:14]2[C:10]([N:11]=[CH:12][N:13]2[CH2:16][C:17]([N:19]([CH2:28][CH2:29][NH:30][C:31]([O:33][CH2:34][CH:35]2[C:47]3[CH:46]=[CH:45][CH:44]=[CH:43][C:42]=3[C:41]3[C:36]2=[CH:37][CH:38]=[CH:39][CH:40]=3)=[O:32])[CH2:20][C:21]([OH:23])=[O:22])=[O:18])=[C:9]([NH:48][C:49]([O:51][CH2:52][C:53]2[CH:54]=[CH:55][CH:56]=[CH:57][CH:58]=2)=[O:50])[N:8]=1. The catalyst class is: 2.